From a dataset of Catalyst prediction with 721,799 reactions and 888 catalyst types from USPTO. Predict which catalyst facilitates the given reaction. (1) Reactant: [CH:1]1([NH:4][C:5]([C:7]2[CH:8]=[CH:9][C:10]([CH3:31])=[C:11]([N:13]3[CH:21]=[N:20][C:19]4[C:14]3=[N:15][CH:16]=[N:17][C:18]=4[C:22]3[CH:30]=[CH:29][C:25]([C:26]([OH:28])=O)=[CH:24][CH:23]=3)[CH:12]=2)=[O:6])[CH2:3][CH2:2]1.CN.O[N:35]1[C:39]2C=CC=CC=2N=N1.Cl.CN(C)CCCN=C=NCC. Product: [CH:1]1([NH:4][C:5](=[O:6])[C:7]2[CH:8]=[CH:9][C:10]([CH3:31])=[C:11]([N:13]3[CH:21]=[N:20][C:19]4[C:14]3=[N:15][CH:16]=[N:17][C:18]=4[C:22]3[CH:30]=[CH:29][C:25]([C:26](=[O:28])[NH:35][CH3:39])=[CH:24][CH:23]=3)[CH:12]=2)[CH2:3][CH2:2]1. The catalyst class is: 18. (2) Reactant: [OH:1][CH:2]([CH2:29][C:30]1[CH:35]=[CH:34][C:33]([O:36][CH3:37])=[CH:32][CH:31]=1)[CH2:3][NH:4][C:5]1[N:10]([CH3:11])[C:9](=[O:12])[C:8]([C:13]2[CH:22]=[CH:21][C:20]3[C:15](=[CH:16][CH:17]=[CH:18][CH:19]=3)[CH:14]=2)=[C:7]([C:23]2[CH:28]=[CH:27][N:26]=[CH:25][CH:24]=2)[N:6]=1.CC(OI1(OC(C)=O)(OC(C)=O)OC(=O)C2C=CC=CC1=2)=O. Product: [CH3:37][O:36][C:33]1[CH:32]=[CH:31][C:30]([CH2:29][C:2](=[O:1])[CH2:3][NH:4][C:5]2[N:10]([CH3:11])[C:9](=[O:12])[C:8]([C:13]3[CH:22]=[CH:21][C:20]4[C:15](=[CH:16][CH:17]=[CH:18][CH:19]=4)[CH:14]=3)=[C:7]([C:23]3[CH:24]=[CH:25][N:26]=[CH:27][CH:28]=3)[N:6]=2)=[CH:35][CH:34]=1. The catalyst class is: 4. (3) Reactant: [C:1](Cl)(=[O:4])[CH:2]=[CH2:3].[CH3:6][N:7]1[CH2:14][C@@H:13]2[C@@H:9]([N:10]([C:15]3[CH:20]=[C:19]([O:21][CH3:22])[C:18]([NH:23][C:24]4[N:29]=[C:28]([C:30]5[CH:31]=[N:32][N:33]6[CH:38]=[CH:37][CH:36]=[CH:35][C:34]=56)[CH:27]=[CH:26][N:25]=4)=[CH:17][C:16]=3[NH2:39])[CH2:11][CH2:12]2)[CH2:8]1. Product: [CH3:6][N:7]1[CH2:14][C@@H:13]2[C@@H:9]([N:10]([C:15]3[CH:20]=[C:19]([O:21][CH3:22])[C:18]([NH:23][C:24]4[N:29]=[C:28]([C:30]5[CH:31]=[N:32][N:33]6[CH:38]=[CH:37][CH:36]=[CH:35][C:34]=56)[CH:27]=[CH:26][N:25]=4)=[CH:17][C:16]=3[NH:39][C:1](=[O:4])[CH:2]=[CH2:3])[CH2:11][CH2:12]2)[CH2:8]1. The catalyst class is: 76. (4) Reactant: [CH3:1][O:2][C:3](=[O:26])[C:4]1[CH:9]=[CH:8][C:7]([C:10]2[CH:11]=[C:12]3[C:17](=[CH:18][CH:19]=2)[N:16]([C:20](=[O:22])[CH3:21])[C@@H:15]([CH3:23])[CH2:14][C@H:13]3[NH2:24])=[C:6]([CH3:25])[CH:5]=1.C(N(CC)CC)C.[N:34]1[CH:39]=[CH:38][CH:37]=[C:36](B(O)O)[CH:35]=1.B(O)O.O.N. Product: [NH3:16].[C:20]([N:16]1[C:17]2[C:12](=[CH:11][C:10]([C:7]3[CH:8]=[CH:9][C:4]([C:3]([O:2][CH3:1])=[O:26])=[CH:5][C:6]=3[CH3:25])=[CH:19][CH:18]=2)[C@H:13]([NH:24][C:36]2[CH:35]=[N:34][CH:39]=[CH:38][CH:37]=2)[CH2:14][C@@H:15]1[CH3:23])(=[O:22])[CH3:21]. The catalyst class is: 221. (5) Reactant: FC(F)(F)S(O[C:7]1[C:12]([N:13]([CH2:18][CH3:19])[S:14]([CH3:17])(=[O:16])=[O:15])=[CH:11][N:10]2[N:20]=[C:21]([C:27]3[CH:32]=[CH:31][C:30]([F:33])=[CH:29][CH:28]=3)[C:22]([C:23](=[O:26])[NH:24][CH3:25])=[C:9]2[CH:8]=1)(=O)=O.[N:36]1[CH:41]=[CH:40][CH:39]=[CH:38][C:37]=1[C:42]1([NH:45][C:46](=[O:62])[C:47]2[CH:52]=[CH:51][CH:50]=[C:49](B3OC(C)(C)C(C)(C)O3)[CH:48]=2)[CH2:44][CH2:43]1.C(=O)([O-])[O-].[Cs+].[Cs+].O. Product: [CH2:18]([N:13]([C:12]1[C:7]([C:51]2[CH:50]=[CH:49][CH:48]=[C:47]([C:46](=[O:62])[NH:45][C:42]3([C:37]4[CH:38]=[CH:39][CH:40]=[CH:41][N:36]=4)[CH2:43][CH2:44]3)[CH:52]=2)=[CH:8][C:9]2[N:10]([N:20]=[C:21]([C:27]3[CH:32]=[CH:31][C:30]([F:33])=[CH:29][CH:28]=3)[C:22]=2[C:23]([NH:24][CH3:25])=[O:26])[CH:11]=1)[S:14]([CH3:17])(=[O:15])=[O:16])[CH3:19]. The catalyst class is: 12. (6) Reactant: [CH2:1]([O:8][C:9]([C:11]1[C:19]2[C:14](=[CH:15][CH:16]=[C:17]([O:20][CH2:21][CH2:22][Cl:23])[CH:18]=2)[NH:13][C:12]=1[CH3:24])=[O:10])[C:2]1[CH:7]=[CH:6][CH:5]=[CH:4][CH:3]=1.C([O-])([O-])=O.[K+].[K+].[CH3:31][N:32]([CH3:38])[CH:33]1[CH2:37][CH2:36][NH:35][CH2:34]1. Product: [ClH:23].[ClH:23].[CH2:1]([O:8][C:9]([C:11]1[C:19]2[C:14](=[CH:15][CH:16]=[C:17]([O:20][CH2:21][CH2:22][N:35]3[CH2:36][CH2:37][CH:33]([N:32]([CH3:38])[CH3:31])[CH2:34]3)[CH:18]=2)[NH:13][C:12]=1[CH3:24])=[O:10])[C:2]1[CH:7]=[CH:6][CH:5]=[CH:4][CH:3]=1. The catalyst class is: 10. (7) The catalyst class is: 129. Reactant: C([O:8][C:9]1[C:18]([CH3:19])=[C:17]2[C:12]([C:13](=[O:35])[C:14]([CH3:34])=[C:15]([CH:20]3[CH2:23][N:22](C(OCC4C=CC=CC=4)=O)[CH2:21]3)[O:16]2)=[CH:11][CH:10]=1)C1C=CC=CC=1.ClCCl. Product: [NH:22]1[CH2:23][CH:20]([C:15]2[O:16][C:17]3[C:12]([C:13](=[O:35])[C:14]=2[CH3:34])=[CH:11][CH:10]=[C:9]([OH:8])[C:18]=3[CH3:19])[CH2:21]1.